The task is: Predict the reactants needed to synthesize the given product.. This data is from Full USPTO retrosynthesis dataset with 1.9M reactions from patents (1976-2016). (1) Given the product [C:11]([O:15][C:16]([N:6]1[CH2:7][CH2:8][CH2:9][CH2:10][CH:5]1[CH2:4][CH2:3][CH2:2][OH:1])=[O:17])([CH3:14])([CH3:13])[CH3:12], predict the reactants needed to synthesize it. The reactants are: [OH:1][CH2:2][CH2:3][CH2:4][CH:5]1[CH2:10][CH2:9][CH2:8][CH2:7][NH:6]1.[C:11]([O:15][C:16](O[C:16]([O:15][C:11]([CH3:14])([CH3:13])[CH3:12])=[O:17])=[O:17])([CH3:14])([CH3:13])[CH3:12].[OH-].[Na+]. (2) Given the product [C:29]([N:27]1[CH:26]=[C:16]2[C:17]([CH3:25])([CH3:24])[C:18](=[O:23])[C:19]3[NH:20][C:21]4[CH:22]=[C:9]([Cl:8])[CH:10]=[CH:11][C:12]=4[S:13][C:14]=3[C:15]2=[N:28]1)(=[O:31])[CH3:30], predict the reactants needed to synthesize it. The reactants are: C(NC(C)C)(C)C.[Cl:8][C:9]1[CH:10]=[CH:11][C:12]2[S:13][C:14]3[C:15]4[C:16](=[CH:26][NH:27][N:28]=4)[C:17]([CH3:25])([CH3:24])[C:18](=[O:23])[C:19]=3[NH:20][C:21]=2[CH:22]=1.[C:29](OC(=O)C)(=[O:31])[CH3:30].O. (3) Given the product [I:26][C:27]1[CH:32]=[CH:31][C:30]([O:33][CH2:8][C:9]2[CH:21]=[CH:20][C:19]([C:22]([F:25])([F:24])[F:23])=[CH:18][C:10]=2[C:11]([O:13][C:14]([CH3:17])([CH3:16])[CH3:15])=[O:12])=[CH:29][CH:28]=1, predict the reactants needed to synthesize it. The reactants are: C(=O)([O-])[O-].[K+].[K+].Br[CH2:8][C:9]1[CH:21]=[CH:20][C:19]([C:22]([F:25])([F:24])[F:23])=[CH:18][C:10]=1[C:11]([O:13][C:14]([CH3:17])([CH3:16])[CH3:15])=[O:12].[I:26][C:27]1[CH:32]=[CH:31][C:30]([OH:33])=[CH:29][CH:28]=1.O.